This data is from Full USPTO retrosynthesis dataset with 1.9M reactions from patents (1976-2016). The task is: Predict the reactants needed to synthesize the given product. (1) Given the product [Cl:20][C:21]1[CH:30]=[CH:29][C:24]2[N:25]([CH2:2][C:3]([N:5]3[CH2:10][CH2:9][N:8]([C:11]4[CH:16]=[CH:15][C:14]([Cl:17])=[C:13]([O:18][CH3:19])[CH:12]=4)[CH2:7][CH2:6]3)=[O:4])[C:26](=[O:28])[O:27][C:23]=2[CH:22]=1, predict the reactants needed to synthesize it. The reactants are: Cl[CH2:2][C:3]([N:5]1[CH2:10][CH2:9][N:8]([C:11]2[CH:16]=[CH:15][C:14]([Cl:17])=[C:13]([O:18][CH3:19])[CH:12]=2)[CH2:7][CH2:6]1)=[O:4].[Cl:20][C:21]1[CH:30]=[CH:29][C:24]2[NH:25][C:26](=[O:28])[O:27][C:23]=2[CH:22]=1.C([O-])([O-])=O.[K+].[K+]. (2) Given the product [Cl:1][C:2]1[CH:31]=[CH:30][C:5]([CH2:6][N:7]2[C:15]3[C:10](=[CH:11][C:12]([CH:16]=[C:17]4[S:21][C:20]([N:22]5[CH2:28][CH2:27][CH2:26][N:25]([CH2:43][CH2:44][F:45])[CH2:24][CH2:23]5)=[N:19][C:18]4=[O:29])=[CH:13][CH:14]=3)[CH:9]=[N:8]2)=[C:4]([C:32]([F:35])([F:34])[F:33])[CH:3]=1, predict the reactants needed to synthesize it. The reactants are: [Cl:1][C:2]1[CH:31]=[CH:30][C:5]([CH2:6][N:7]2[C:15]3[C:10](=[CH:11][C:12]([CH:16]=[C:17]4[S:21][C:20]([N:22]5[CH2:28][CH2:27][CH2:26][NH:25][CH2:24][CH2:23]5)=[N:19][C:18]4=[O:29])=[CH:13][CH:14]=3)[CH:9]=[N:8]2)=[C:4]([C:32]([F:35])([F:34])[F:33])[CH:3]=1.C(=O)([O-])[O-].[K+].[K+].Br[CH2:43][CH2:44][F:45]. (3) The reactants are: [CH2:1]([O:8][C:9]1[C:10](=[O:29])[CH:11]=[C:12]([CH2:17][NH:18][S:19]([C:22]2[CH:27]=[CH:26][CH:25]=[C:24]([Cl:28])[CH:23]=2)(=[O:21])=[O:20])[O:13][C:14]=1[CH2:15][OH:16])[C:2]1[CH:7]=[CH:6][CH:5]=[CH:4][CH:3]=1.C(OC1C(=O)C=C(CNS(C2C=CC=CC=2)(=O)=O)OC=1C=O)C1C=CC=CC=1. Given the product [CH2:1]([O:8][C:9]1[C:10](=[O:29])[CH:11]=[C:12]([CH2:17][NH:18][S:19]([C:22]2[CH:27]=[CH:26][CH:25]=[C:24]([Cl:28])[CH:23]=2)(=[O:21])=[O:20])[O:13][C:14]=1[CH:15]=[O:16])[C:2]1[CH:7]=[CH:6][CH:5]=[CH:4][CH:3]=1, predict the reactants needed to synthesize it.